From a dataset of Forward reaction prediction with 1.9M reactions from USPTO patents (1976-2016). Predict the product of the given reaction. Given the reactants [C:1]([C:5]1[CH:6]=[C:7]([CH2:11][CH2:12][C:13]2([CH:21]3[CH2:25][CH2:24][CH2:23][CH2:22]3)[O:18][C:17](=[O:19])[CH2:16][C:15](=[O:20])[CH2:14]2)[CH:8]=[CH:9][CH:10]=1)([CH3:4])([CH3:3])[CH3:2].[CH3:26][C:27]1[CH:32]=[C:31]([CH3:33])[N:30]2[N:34]=[C:35]([CH:37]=O)[N:36]=[C:29]2[N:28]=1, predict the reaction product. The product is: [C:1]([C:5]1[CH:6]=[C:7]([CH2:11][CH2:12][C:13]2([CH:21]3[CH2:25][CH2:24][CH2:23][CH2:22]3)[O:18][C:17](=[O:19])[C:16]([CH2:37][C:35]3[N:36]=[C:29]4[N:28]=[C:27]([CH3:26])[CH:32]=[C:31]([CH3:33])[N:30]4[N:34]=3)=[C:15]([OH:20])[CH2:14]2)[CH:8]=[CH:9][CH:10]=1)([CH3:4])([CH3:2])[CH3:3].